Dataset: Forward reaction prediction with 1.9M reactions from USPTO patents (1976-2016). Task: Predict the product of the given reaction. (1) Given the reactants C(#N)C.[Cl:4][C:5]1[CH:6]=[CH:7][C:8]2[N:14]3[CH:15]=[CH:16][CH:17]=[C:13]3[C@@H:12]([CH2:18][C:19]([N:21]3[CH2:26][CH2:25][CH:24]([CH2:27][C:28]([O:30][CH3:31])=[O:29])[CH2:23][CH2:22]3)=[O:20])[O:11][C@H:10]([C:32]3[CH:37]=[CH:36][CH:35]=[C:34]([O:38][CH3:39])[C:33]=3[O:40][CH3:41])[C:9]=2[CH:42]=1.ClS([N:47]=[C:48]=[O:49])(=O)=O.C(=O)([O-])O.[Na+], predict the reaction product. The product is: [NH2:47][C:48]([C:15]1[N:14]2[C:8]3[CH:7]=[CH:6][C:5]([Cl:4])=[CH:42][C:9]=3[C@@H:10]([C:32]3[CH:37]=[CH:36][CH:35]=[C:34]([O:38][CH3:39])[C:33]=3[O:40][CH3:41])[O:11][C@H:12]([CH2:18][C:19]([N:21]3[CH2:26][CH2:25][CH:24]([CH2:27][C:28]([O:30][CH3:31])=[O:29])[CH2:23][CH2:22]3)=[O:20])[C:13]2=[CH:17][CH:16]=1)=[O:49]. (2) Given the reactants [F:1][C:2]([F:16])([F:15])[C:3]([NH:5][C:6]1[CH:11]=[CH:10][C:9]([CH:12]([CH3:14])[CH3:13])=[CH:8][CH:7]=1)=O, predict the reaction product. The product is: [CH:12]([C:9]1[CH:8]=[CH:7][C:6]([NH:5][CH2:3][C:2]([F:1])([F:15])[F:16])=[CH:11][CH:10]=1)([CH3:14])[CH3:13]. (3) Given the reactants [CH:1]1(P([CH:1]2[CH2:6][CH2:5][CH2:4][CH2:3][CH2:2]2)C2C=CC=CC=2C2C(OC)=CC=CC=2OC)[CH2:6][CH2:5][CH2:4][CH2:3][CH2:2]1.Cl[C:31]1[CH:36]=[CH:35][C:34]([C:37]2[CH:38]=[CH:39][C:40]3[O:44][C:43]([C:45]4[CH:50]=[CH:49][C:48]([F:51])=[CH:47][CH:46]=4)=[C:42]([C:52]([NH:54][CH3:55])=[O:53])[C:41]=3[CH:56]=2)=[CH:33][C:32]=1[C:57](=[O:68])[NH:58][C:59](C1C=CC=CC=1)([CH3:61])[CH3:60].[O-]P([O-])([O-])=O.[K+].[K+].[K+].[C:77]1(B(O)O)[CH:82]=[CH:81][CH:80]=[CH:79][CH:78]=1, predict the reaction product. The product is: [F:51][C:48]1[CH:49]=[CH:50][C:45]([C:43]2[O:44][C:40]3[CH:39]=[CH:38][C:37]([C:34]4[CH:35]=[CH:36][C:31]([C:1]5[CH:6]=[CH:5][CH:4]=[CH:3][CH:2]=5)=[C:32]([C:57](=[O:68])[NH:58][C:59]([C:77]5[CH:82]=[CH:81][CH:80]=[CH:79][CH:78]=5)([CH3:60])[CH3:61])[CH:33]=4)=[CH:56][C:41]=3[C:42]=2[C:52]([NH:54][CH3:55])=[O:53])=[CH:46][CH:47]=1. (4) The product is: [C:7]([C:9]1[CH:17]=[CH:16][C:12]([C:13]([NH:25][C:21]2[CH:20]=[N:19][CH:24]=[CH:23][CH:22]=2)=[O:15])=[CH:11][C:10]=1[F:18])#[N:8]. Given the reactants C(Cl)(=O)C(Cl)=O.[C:7]([C:9]1[CH:17]=[CH:16][C:12]([C:13]([OH:15])=O)=[CH:11][C:10]=1[F:18])#[N:8].[N:19]1[CH:24]=[CH:23][CH:22]=[C:21]([NH2:25])[CH:20]=1, predict the reaction product. (5) Given the reactants [CH2:1]([NH:8][C:9]1[C:10]([NH2:15])=[CH:11][CH:12]=[CH:13][CH:14]=1)[C:2]1[CH:7]=[CH:6][CH:5]=[CH:4][CH:3]=1.[Cl:16][CH2:17][C:18](O)=O, predict the reaction product. The product is: [CH2:1]([N:8]1[C:9]2[CH:14]=[CH:13][CH:12]=[CH:11][C:10]=2[N:15]=[C:18]1[CH2:17][Cl:16])[C:2]1[CH:3]=[CH:4][CH:5]=[CH:6][CH:7]=1. (6) Given the reactants C([O:5][C:6](=[O:38])[CH2:7][O:8][C:9]1[C:14]2[CH2:15][CH2:16][CH2:17][CH2:18][CH:19]([N:20]([S:22]([C:25]3[CH:30]=[CH:29][C:28]([C:31]4[CH:36]=[CH:35][C:34]([OH:37])=[CH:33][CH:32]=4)=[CH:27][CH:26]=3)(=[O:24])=[O:23])[CH3:21])[C:13]=2[CH:12]=[CH:11][CH:10]=1)(C)(C)C.[OH-].[Na+], predict the reaction product. The product is: [OH:37][C:34]1[CH:35]=[CH:36][C:31]([C:28]2[CH:29]=[CH:30][C:25]([S:22]([N:20]([CH3:21])[CH:19]3[C:13]4[CH:12]=[CH:11][CH:10]=[C:9]([O:8][CH2:7][C:6]([OH:38])=[O:5])[C:14]=4[CH2:15][CH2:16][CH2:17][CH2:18]3)(=[O:23])=[O:24])=[CH:26][CH:27]=2)=[CH:32][CH:33]=1.